This data is from Peptide-MHC class II binding affinity with 134,281 pairs from IEDB. The task is: Regression. Given a peptide amino acid sequence and an MHC pseudo amino acid sequence, predict their binding affinity value. This is MHC class II binding data. The peptide sequence is FRDRARVPLTSNNGI. The MHC is DRB1_0901 with pseudo-sequence DRB1_0901. The binding affinity (normalized) is 0.296.